This data is from Full USPTO retrosynthesis dataset with 1.9M reactions from patents (1976-2016). The task is: Predict the reactants needed to synthesize the given product. (1) Given the product [C:8]([C:11]1[CH2:16][N:15]([C:18]2[C:19]3[C:27]([CH3:28])=[C:26]([CH3:29])[N:25]([C:30]4[CH:35]=[CH:34][C:33]([CH:36]([CH3:37])[CH3:38])=[CH:32][C:31]=4[S:39][CH3:40])[C:20]=3[N:21]=[C:22]([CH3:24])[N:23]=2)[CH2:14][CH2:13][CH:12]=1)(=[O:10])[NH2:9], predict the reactants needed to synthesize it. The reactants are: FC(F)(F)C(O)=O.[C:8]([C:11]1[CH2:16][NH:15][CH2:14][CH2:13][CH:12]=1)(=[O:10])[NH2:9].Cl[C:18]1[C:19]2[C:27]([CH3:28])=[C:26]([CH3:29])[N:25]([C:30]3[CH:35]=[CH:34][C:33]([CH:36]([CH3:38])[CH3:37])=[CH:32][C:31]=3[S:39][CH3:40])[C:20]=2[N:21]=[C:22]([CH3:24])[N:23]=1.C(N(C(C)C)CC)(C)C.C(=O)([O-])O.[Na+]. (2) The reactants are: [CH:1]1([C@H:7]([O:20][CH3:21])[C:8]2[CH:13]=[CH:12][C:11]([C:14]([F:17])([F:16])[F:15])=[CH:10][C:9]=2[CH2:18]O)[CH2:6][CH2:5][CH2:4][CH2:3][CH2:2]1.C(Br)(Br)(Br)[Br:23].C1(P(C2C=CC=CC=2)C2C=CC=CC=2)C=CC=CC=1. Given the product [Br:23][CH2:18][C:9]1[CH:10]=[C:11]([C:14]([F:17])([F:16])[F:15])[CH:12]=[CH:13][C:8]=1[C@H:7]([CH:1]1[CH2:6][CH2:5][CH2:4][CH2:3][CH2:2]1)[O:20][CH3:21], predict the reactants needed to synthesize it. (3) Given the product [NH2:1][C:4]1[CH:5]=[C:6]([CH:31]=[C:32]([C:34]([F:37])([F:36])[F:35])[CH:33]=1)[C:7]([NH:9][C:10]1[CH:15]=[CH:14][CH:13]=[C:12]([C:16]2[N:21]3[N:22]=[C:23]([C:25]4[CH:26]=[CH:27][N:28]=[CH:29][CH:30]=4)[CH:24]=[C:20]3[N:19]=[CH:18][CH:17]=2)[CH:11]=1)=[O:8], predict the reactants needed to synthesize it. The reactants are: [N+:1]([C:4]1[CH:5]=[C:6]([CH:31]=[C:32]([C:34]([F:37])([F:36])[F:35])[CH:33]=1)[C:7]([NH:9][C:10]1[CH:15]=[CH:14][CH:13]=[C:12]([C:16]2[N:21]3[N:22]=[C:23]([C:25]4[CH:30]=[CH:29][N:28]=[CH:27][CH:26]=4)[CH:24]=[C:20]3[N:19]=[CH:18][CH:17]=2)[CH:11]=1)=[O:8])([O-])=O.[Cl-].[NH4+]. (4) Given the product [CH2:9]([C:8]1[N:28]=[N:26][C:17]2[C:16]([C:7]=1[C:1]1[CH:6]=[CH:5][CH:4]=[CH:3][CH:2]=1)=[CH:21][CH:20]=[CH:19][C:18]=2[C:22]([F:24])([F:25])[F:23])[C:10]1[CH:15]=[CH:14][CH:13]=[CH:12][CH:11]=1, predict the reactants needed to synthesize it. The reactants are: [C:1]1([C:7]([C:16]2[CH:21]=[CH:20][CH:19]=[C:18]([C:22]([F:25])([F:24])[F:23])[C:17]=2[NH2:26])=[CH:8][CH2:9][C:10]2[CH:15]=[CH:14][CH:13]=[CH:12][CH:11]=2)[CH:6]=[CH:5][CH:4]=[CH:3][CH:2]=1.Cl.[N+:28]([O-])([O-])=O.[Na+].[OH-].[NH4+]. (5) The reactants are: [NH2:1][C:2]1[CH:7]=[CH:6][C:5]([C:8]2[CH:13]=[CH:12][C:11]([NH:14][C:15]([O:17][CH2:18][CH3:19])=[O:16])=[CH:10][CH:9]=2)=[CH:4][C:3]=1/[CH:20]=[C:21](\[CH2:27][C:28]#[N:29])/[C:22]([O:24][CH2:25][CH3:26])=[O:23]. Given the product [NH2:29][C:28]1[CH2:27][C:21]([C:22]([O:24][CH2:25][CH3:26])=[O:23])=[CH:20][C:3]2[CH:4]=[C:5]([C:8]3[CH:13]=[CH:12][C:11]([NH:14][C:15]([O:17][CH2:18][CH3:19])=[O:16])=[CH:10][CH:9]=3)[CH:6]=[CH:7][C:2]=2[N:1]=1, predict the reactants needed to synthesize it. (6) Given the product [N:31]1([C:36]2[CH:41]=[CH:40][C:39]([O:42][C:2]3[C:3](=[O:29])[CH:4]=[C:5]([NH:9][C:10]4[C:19]5[C:14](=[CH:15][C:16]([O:22][CH2:23][CH2:24][O:25][CH3:26])=[C:17]([O:20][CH3:21])[CH:18]=5)[N:13]=[CH:12][C:11]=4[C:27]#[N:28])[C:6](=[O:8])[CH:7]=3)=[CH:38][CH:37]=2)[CH:35]=[CH:34][N:33]=[CH:32]1, predict the reactants needed to synthesize it. The reactants are: Cl[C:2]1[C:3](=[O:29])[CH:4]=[C:5]([NH:9][C:10]2[C:19]3[C:14](=[CH:15][C:16]([O:22][CH2:23][CH2:24][O:25][CH3:26])=[C:17]([O:20][CH3:21])[CH:18]=3)[N:13]=[CH:12][C:11]=2[C:27]#[N:28])[C:6](=[O:8])[CH:7]=1.[Na].[N:31]1([C:36]2[CH:41]=[CH:40][C:39]([OH:42])=[CH:38][CH:37]=2)[CH:35]=[CH:34][N:33]=[CH:32]1. (7) The reactants are: [C:1]([C:3]1[CH:8]=[CH:7][C:6]([C:9](Cl)=[N:10][OH:11])=[CH:5][C:4]=1[F:13])#[N:2].[CH3:14][O:15][C:16](=[O:21])[C:17]([O:19][CH3:20])=[CH2:18]. Given the product [CH3:14][O:15][C:16]([C:17]1([O:19][CH3:20])[O:11][N:10]=[C:9]([C:6]2[CH:7]=[CH:8][C:3]([C:1]#[N:2])=[C:4]([F:13])[CH:5]=2)[CH2:18]1)=[O:21], predict the reactants needed to synthesize it.